This data is from Reaction yield outcomes from USPTO patents with 853,638 reactions. The task is: Predict the reaction yield, written as a fraction of the theoretical maximum amount of product (1.0 means a 100% yield; for example, 0.34 means a 34% yield). (1) The reactants are [C:1]1([CH3:11])[CH:6]=[CH:5][C:4]([S:7](Cl)(=[O:9])=[O:8])=[CH:3][CH:2]=1.[N:12]1[CH:17]=[CH:16][CH:15]=[C:14](/[CH:18]=[CH:19]/[CH2:20][C@@H:21]([OH:23])[CH3:22])[CH:13]=1.C([O-])(O)=O.[Na+]. The catalyst is C(N(CC)CC)C. The product is [C:1]1([CH3:11])[CH:6]=[CH:5][C:4]([S:7]([O:23][C@H:21]([CH2:20]/[CH:19]=[CH:18]/[C:14]2[CH:13]=[N:12][CH:17]=[CH:16][CH:15]=2)[CH3:22])(=[O:9])=[O:8])=[CH:3][CH:2]=1. The yield is 0.686. (2) The reactants are [NH2:1][C:2]1[N:11]=[C:10]([N:12]2[CH2:20][C@@H:19]3[C@@H:14]([N:15](C(OC(C)(C)C)=O)[CH2:16][CH2:17][CH2:18]3)[CH2:13]2)[C:9]2[CH2:8][CH2:7][CH2:6][CH2:5][C:4]=2[N:3]=1.Cl.[OH-].[Na+]. The catalyst is C(Cl)Cl.CCOCC.O. The product is [NH:15]1[CH2:16][CH2:17][CH2:18][C@@H:19]2[CH2:20][N:12]([C:10]3[C:9]4[CH2:8][CH2:7][CH2:6][CH2:5][C:4]=4[N:3]=[C:2]([NH2:1])[N:11]=3)[CH2:13][C@H:14]12. The yield is 0.140. (3) The reactants are [CH2:1]([CH:4]1[CH:9]([OH:10])[CH:8]([OH:11])[CH:7]([OH:12])[CH:6]([CH2:13][OH:14])[O:5]1)[CH:2]=[CH2:3].[C:15](Cl)([C:28]1[CH:33]=[CH:32][CH:31]=[CH:30][CH:29]=1)([C:22]1[CH:27]=[CH:26][CH:25]=[CH:24][CH:23]=1)[C:16]1[CH:21]=[CH:20][CH:19]=[CH:18][CH:17]=1.C(O[C:39](=[O:41])[CH3:40])(=O)C. The catalyst is N1C=CC=CC=1. The product is [C:4]([O:11][CH:8]1[CH:9]([O:10][C:9](=[O:10])[CH3:8])[CH:4]([CH2:1][CH:2]=[CH2:3])[O:5][CH:6]([CH2:13][O:14][C:15]([C:28]2[CH:33]=[CH:32][CH:31]=[CH:30][CH:29]=2)([C:22]2[CH:27]=[CH:26][CH:25]=[CH:24][CH:23]=2)[C:16]2[CH:21]=[CH:20][CH:19]=[CH:18][CH:17]=2)[CH:7]1[O:12][C:39](=[O:41])[CH3:40])(=[O:5])[CH3:1]. The yield is 0.700. (4) The reactants are [O:1]=[C:2]1[NH:7][C:6]2[CH:8]=[C:9]([CH2:12][N:13]3[CH2:18][CH2:17][N:16]([C:19]4[CH:27]=[CH:26][C:22]([C:23](O)=[O:24])=[CH:21][N:20]=4)[CH2:15][CH2:14]3)[CH:10]=[N:11][C:5]=2[N:4]2[CH2:28][CH2:29][CH2:30][CH2:31][C@@H:3]12.[CH2:32]([N:34](C(C)C)C(C)C)[CH3:33].Cl.C(N)C. The catalyst is CN(C=O)C. The product is [CH2:32]([NH:34][C:23](=[O:24])[C:22]1[CH:26]=[CH:27][C:19]([N:16]2[CH2:15][CH2:14][N:13]([CH2:12][C:9]3[CH:10]=[N:11][C:5]4[N:4]5[CH2:28][CH2:29][CH2:30][CH2:31][C@H:3]5[C:2](=[O:1])[NH:7][C:6]=4[CH:8]=3)[CH2:18][CH2:17]2)=[N:20][CH:21]=1)[CH3:33]. The yield is 0.340. (5) The reactants are [C:1]([CH:4]1[CH2:9][CH2:8][CH2:7][N:6]([C:10]([NH:12][C:13]2[CH:14]=[CH:15][C:16]3[N:17]([CH:27]([CH3:29])[CH3:28])[C:18]4[C:23]([C:24]=3[C:25]=2[CH3:26])=[CH:22][CH:21]=[CH:20][CH:19]=4)=[O:11])[CH2:5]1)(O)=[O:2].C[CH2:31][N:32]=[C:33]=NCCCN(C)C.CNC. The catalyst is C1COCC1.CN(C)C1C=CN=CC=1. The product is [CH3:31][N:32]([CH3:33])[C:1]([CH:4]1[CH2:9][CH2:8][CH2:7][N:6]([C:10]([NH:12][C:13]2[CH:14]=[CH:15][C:16]3[N:17]([CH:27]([CH3:29])[CH3:28])[C:18]4[C:23]([C:24]=3[C:25]=2[CH3:26])=[CH:22][CH:21]=[CH:20][CH:19]=4)=[O:11])[CH2:5]1)=[O:2]. The yield is 0.300.